Dataset: NCI-60 drug combinations with 297,098 pairs across 59 cell lines. Task: Regression. Given two drug SMILES strings and cell line genomic features, predict the synergy score measuring deviation from expected non-interaction effect. (1) Drug 1: C1C(C(OC1N2C=NC3=C(N=C(N=C32)Cl)N)CO)O. Drug 2: C1=NC2=C(N1)C(=S)N=CN2. Cell line: SR. Synergy scores: CSS=93.3, Synergy_ZIP=-0.938, Synergy_Bliss=-1.94, Synergy_Loewe=-0.667, Synergy_HSA=1.45. (2) Drug 1: C1=C(C(=O)NC(=O)N1)F. Drug 2: C1=NNC2=C1C(=O)NC=N2. Cell line: RPMI-8226. Synergy scores: CSS=69.7, Synergy_ZIP=-7.70, Synergy_Bliss=-18.3, Synergy_Loewe=-31.5, Synergy_HSA=-20.6. (3) Drug 1: CCN(CC)CCCC(C)NC1=C2C=C(C=CC2=NC3=C1C=CC(=C3)Cl)OC. Drug 2: CC12CCC3C(C1CCC2OP(=O)(O)O)CCC4=C3C=CC(=C4)OC(=O)N(CCCl)CCCl.[Na+]. Cell line: COLO 205. Synergy scores: CSS=47.8, Synergy_ZIP=2.50, Synergy_Bliss=-1.32, Synergy_Loewe=-16.0, Synergy_HSA=-3.95. (4) Drug 1: CC1C(C(=O)NC(C(=O)N2CCCC2C(=O)N(CC(=O)N(C(C(=O)O1)C(C)C)C)C)C(C)C)NC(=O)C3=C4C(=C(C=C3)C)OC5=C(C(=O)C(=C(C5=N4)C(=O)NC6C(OC(=O)C(N(C(=O)CN(C(=O)C7CCCN7C(=O)C(NC6=O)C(C)C)C)C)C(C)C)C)N)C. Drug 2: CN(C(=O)NC(C=O)C(C(C(CO)O)O)O)N=O. Cell line: NCI/ADR-RES. Synergy scores: CSS=4.85, Synergy_ZIP=-0.942, Synergy_Bliss=2.48, Synergy_Loewe=-6.19, Synergy_HSA=-0.391. (5) Drug 1: CCN(CC)CCNC(=O)C1=C(NC(=C1C)C=C2C3=C(C=CC(=C3)F)NC2=O)C. Drug 2: C1CN1C2=NC(=NC(=N2)N3CC3)N4CC4. Cell line: ACHN. Synergy scores: CSS=53.6, Synergy_ZIP=4.18, Synergy_Bliss=5.94, Synergy_Loewe=-3.96, Synergy_HSA=4.79. (6) Drug 1: C1=NC2=C(N=C(N=C2N1C3C(C(C(O3)CO)O)O)F)N. Drug 2: CC1CCC2CC(C(=CC=CC=CC(CC(C(=O)C(C(C(=CC(C(=O)CC(OC(=O)C3CCCCN3C(=O)C(=O)C1(O2)O)C(C)CC4CCC(C(C4)OC)O)C)C)O)OC)C)C)C)OC. Cell line: U251. Synergy scores: CSS=0.755, Synergy_ZIP=0.837, Synergy_Bliss=6.81, Synergy_Loewe=-10.4, Synergy_HSA=1.76.